Dataset: Full USPTO retrosynthesis dataset with 1.9M reactions from patents (1976-2016). Task: Predict the reactants needed to synthesize the given product. (1) The reactants are: Cl.O1CCOCC1.C(OC([N:15]1[CH2:20][CH2:19][CH:18]([N:21]2[CH:25]=[C:24]([Br:26])[CH:23]=[N:22]2)[CH2:17][CH2:16]1)=O)(C)(C)C. Given the product [Br:26][C:24]1[CH:23]=[N:22][N:21]([CH:18]2[CH2:19][CH2:20][NH:15][CH2:16][CH2:17]2)[CH:25]=1, predict the reactants needed to synthesize it. (2) Given the product [C:1]([C:5]1[CH:6]=[CH:7][C:8]([S:11]([CH:14]2[CH2:15][CH2:16][N:17]([C:21]3[CH:26]=[C:25]([C:27]([F:30])([F:29])[F:28])[CH:24]=[CH:23][N:22]=3)[CH2:18][CH2:19]2)(=[O:13])=[O:12])=[CH:9][CH:10]=1)([CH3:4])([CH3:2])[CH3:3], predict the reactants needed to synthesize it. The reactants are: [C:1]([C:5]1[CH:10]=[CH:9][C:8]([S:11]([CH:14]2[CH2:19][CH2:18][NH:17][CH2:16][CH2:15]2)(=[O:13])=[O:12])=[CH:7][CH:6]=1)([CH3:4])([CH3:3])[CH3:2].Cl[C:21]1[CH:26]=[C:25]([C:27]([F:30])([F:29])[F:28])[CH:24]=[CH:23][N:22]=1.CCN(C(C)C)C(C)C. (3) Given the product [Br:1][C:2]1[CH:7]=[CH:6][C:5]([O:8][C@H:12]([CH3:13])[CH2:11][N:10]([CH3:15])[CH3:9])=[CH:4][CH:3]=1, predict the reactants needed to synthesize it. The reactants are: [Br:1][C:2]1[CH:7]=[CH:6][C:5]([OH:8])=[CH:4][CH:3]=1.[CH3:9][N:10]([CH3:15])[CH2:11][C@@H:12](O)[CH3:13].C1(P(C2C=CC=CC=2)C2C=CC=CC=2)C=CC=CC=1.N(C(OC(C)(C)C)=O)=NC(OC(C)(C)C)=O. (4) Given the product [F:1][C:2]1[CH:3]=[C:4]([CH:21]=[C:22]([F:24])[CH:23]=1)[C:5]([O:7][C:8]12[CH2:14][C:11]([CH2:15][CH2:16][C:17]([OH:19])=[O:18])([CH2:12][CH2:13]1)[CH2:10][CH2:9]2)=[O:6], predict the reactants needed to synthesize it. The reactants are: [F:1][C:2]1[CH:3]=[C:4]([CH:21]=[C:22]([F:24])[CH:23]=1)[C:5]([O:7][C:8]12[CH2:14][C:11]([CH2:15][CH2:16][C:17]([O:19]C)=[O:18])([CH2:12][CH2:13]1)[CH2:10][CH2:9]2)=[O:6].[Li+].[I-]. (5) Given the product [Cl:1][C:2]1[CH:3]=[CH:4][C:5]([CH:8]([C:27]2[CH:32]=[CH:31][C:30]([Cl:33])=[CH:29][CH:28]=2)[N:9]2[CH2:10][C:11](=[CH:13][S:14]([CH2:17][C:18]3[CH:19]=[C:20]([CH:24]=[CH:25][CH:26]=3)[C:21]([NH:34][CH2:35][CH2:36][CH2:37][N:38]3[CH:42]=[CH:41][N:40]=[CH:39]3)=[O:22])(=[O:15])=[O:16])[CH2:12]2)=[CH:6][CH:7]=1, predict the reactants needed to synthesize it. The reactants are: [Cl:1][C:2]1[CH:7]=[CH:6][C:5]([CH:8]([C:27]2[CH:32]=[CH:31][C:30]([Cl:33])=[CH:29][CH:28]=2)[N:9]2[CH2:12][C:11](=[CH:13][S:14]([CH2:17][C:18]3[CH:19]=[C:20]([CH:24]=[CH:25][CH:26]=3)[C:21](O)=[O:22])(=[O:16])=[O:15])[CH2:10]2)=[CH:4][CH:3]=1.[NH2:34][CH2:35][CH2:36][CH2:37][N:38]1[CH:42]=[CH:41][N:40]=[CH:39]1. (6) Given the product [Br:21][C:22]1[CH:27]=[C:26]([CH2:28][N:11]2[C:10](=[O:13])[N:9]([CH2:14][C@H:15]([OH:20])[C:16]([F:18])([F:19])[F:17])[C:8]([C:5]3[CH:6]=[CH:7][C:2]([Cl:1])=[CH:3][CH:4]=3)=[N:12]2)[CH:25]=[C:24]([C:30]2[CH:35]=[CH:34][CH:33]=[CH:32][C:31]=2[Cl:36])[CH:23]=1, predict the reactants needed to synthesize it. The reactants are: [Cl:1][C:2]1[CH:7]=[CH:6][C:5]([C:8]2[N:9]([CH2:14][C@H:15]([OH:20])[C:16]([F:19])([F:18])[F:17])[C:10](=[O:13])[NH:11][N:12]=2)=[CH:4][CH:3]=1.[Br:21][C:22]1[CH:23]=[C:24]([C:30]2[CH:35]=[CH:34][CH:33]=[CH:32][C:31]=2[Cl:36])[CH:25]=[C:26]([CH2:28]Br)[CH:27]=1.